From a dataset of Full USPTO retrosynthesis dataset with 1.9M reactions from patents (1976-2016). Predict the reactants needed to synthesize the given product. (1) Given the product [F:1][C:2]1[CH:31]=[C:30]([NH2:32])[CH:29]=[CH:28][C:3]=1[O:4][C:5]1[CH:10]=[CH:9][N:8]=[C:7]2[NH:11][CH:12]=[C:13]([C:14]3[CH:15]=[CH:16][N:17]=[CH:18][CH:19]=3)[C:6]=12, predict the reactants needed to synthesize it. The reactants are: [F:1][C:2]1[CH:31]=[C:30]([N+:32]([O-])=O)[CH:29]=[CH:28][C:3]=1[O:4][C:5]1[CH:10]=[CH:9][N:8]=[C:7]2[N:11](COCC[Si](C)(C)C)[CH:12]=[C:13]([C:14]3[CH:19]=[CH:18][N:17]=[CH:16][CH:15]=3)[C:6]=12.[Cl-].[NH4+].CCCC[N+](CCCC)(CCCC)CCCC.[F-].C(N)CN. (2) The reactants are: [C:1]([C:3]1[CH:11]=[CH:10][C:6]([C:7]([OH:9])=O)=[CH:5][CH:4]=1)#[N:2].[F:12][C:13]1[CH:18]=[CH:17][C:16]([CH:19]([C:23]2[CH:28]=[CH:27][C:26]([F:29])=[CH:25][CH:24]=2)[CH2:20][CH2:21][NH2:22])=[CH:15][CH:14]=1. Given the product [F:12][C:13]1[CH:18]=[CH:17][C:16]([CH:19]([C:23]2[CH:24]=[CH:25][C:26]([F:29])=[CH:27][CH:28]=2)[CH2:20][CH2:21][NH:22][C:7](=[O:9])[C:6]2[CH:5]=[CH:4][C:3]([C:1]#[N:2])=[CH:11][CH:10]=2)=[CH:15][CH:14]=1, predict the reactants needed to synthesize it.